This data is from Full USPTO retrosynthesis dataset with 1.9M reactions from patents (1976-2016). The task is: Predict the reactants needed to synthesize the given product. (1) The reactants are: [CH2:1]([N:8]1[CH2:14][CH:13]2[CH:15]([NH:16][CH3:17])[CH:10]([CH2:11][CH2:12]2)[CH2:9]1)[C:2]1[CH:7]=[CH:6][CH:5]=[CH:4][CH:3]=1.C[Al](C)C.[O:22]1[CH2:24][CH:23]1[CH2:25][O:26][C:27]1[CH:34]=[CH:33][C:30]([C:31]#[N:32])=[CH:29][CH:28]=1. Given the product [CH2:1]([N:8]1[CH2:14][CH:13]2[CH:15]([N:16]([CH3:17])[CH2:24][CH:23]([OH:22])[CH2:25][O:26][C:27]3[CH:34]=[CH:33][C:30]([C:31]#[N:32])=[CH:29][CH:28]=3)[CH:10]([CH2:11][CH2:12]2)[CH2:9]1)[C:2]1[CH:3]=[CH:4][CH:5]=[CH:6][CH:7]=1, predict the reactants needed to synthesize it. (2) Given the product [OH:26][NH:25][C:4](=[O:3])[CH2:5][CH2:6][CH2:7][CH2:8][CH2:9][N:10]1[C:22]2[CH:21]=[CH:20][CH:19]=[CH:18][C:17]=2[C:16]2[C:11]1=[CH:12][CH:13]=[CH:14][CH:15]=2, predict the reactants needed to synthesize it. The reactants are: C([O:3][C:4](=O)[CH2:5][CH2:6][CH2:7][CH2:8][CH2:9][N:10]1[C:22]2[CH:21]=[CH:20][CH:19]=[CH:18][C:17]=2[C:16]2[C:11]1=[CH:12][CH:13]=[CH:14][CH:15]=2)C.Cl.[NH2:25][OH:26].C[O-].[Na+]. (3) Given the product [CH:4]([C:3]1[CH:6]=[CH:7][C:8]([C:10]([F:13])([F:12])[F:11])=[CH:9][C:2]=1[N:14]1[CH2:18][CH2:17][CH2:16][CH:15]1[C:19]([OH:21])=[O:20])=[O:5], predict the reactants needed to synthesize it. The reactants are: F[C:2]1[CH:9]=[C:8]([C:10]([F:13])([F:12])[F:11])[CH:7]=[CH:6][C:3]=1[CH:4]=[O:5].[NH:14]1[CH2:18][CH2:17][CH2:16][CH:15]1[C:19]([O:21]CC)=[O:20].C(=O)([O-])[O-].[K+].[K+]. (4) The reactants are: [CH3:1][O:2][C:3]1[CH:8]=[CH:7][C:6]([C:9]2O[C:13](=O)[C:12]([C:16]([O:18][CH3:19])=[O:17])=[C:11]([S:20][CH3:21])[CH:10]=2)=[CH:5][CH:4]=1.[C:22]1([N:28]2[CH:36]=[C:35]3[C:30]([CH2:31][CH2:32][CH2:33]C3=O)=[N:29]2)[CH:27]=[CH:26][CH:25]=[CH:24][CH:23]=1.[OH-].[K+].Cl. Given the product [CH3:1][O:2][C:3]1[CH:8]=[CH:7][C:6]([C:9]2[C:33]3[CH2:32][CH2:31][C:30]4[C:35](=[CH:36][N:28]([C:22]5[CH:23]=[CH:24][CH:25]=[CH:26][CH:27]=5)[N:29]=4)[C:13]=3[C:12]([C:16]([O:18][CH3:19])=[O:17])=[C:11]([S:20][CH3:21])[CH:10]=2)=[CH:5][CH:4]=1, predict the reactants needed to synthesize it. (5) Given the product [Cl:1][C:2]1[C:7]([F:8])=[CH:6][N:5]=[C:4]([CH:9]=[O:10])[C:3]=1[F:14], predict the reactants needed to synthesize it. The reactants are: [Cl:1][C:2]1[C:7]([F:8])=[CH:6][N:5]=[C:4]([C:9](OCC)=[O:10])[C:3]=1[F:14].CC(C[AlH]CC(C)C)C.Cl.C([O-])(O)=O.[Na+]. (6) Given the product [C:23]([OH:38])(=[O:31])[CH3:21].[C:1]([C:5]1[N:10]=[C:9]([N:11]2[CH2:16][CH2:15][N:14]([CH2:17][CH2:18][CH2:19][S:30][C:26]3[N:25]([CH3:24])[CH:29]=[N:28][N:27]=3)[CH2:13][CH2:12]2)[CH:8]=[C:7]([CH:21]2[CH2:23][CH2:22]2)[N:6]=1)([CH3:4])([CH3:3])[CH3:2], predict the reactants needed to synthesize it. The reactants are: [C:1]([C:5]1[N:10]=[C:9]([N:11]2[CH2:16][CH2:15][N:14]([CH2:17][CH2:18][CH2:19]Cl)[CH2:13][CH2:12]2)[CH:8]=[C:7]([CH:21]2[CH2:23][CH2:22]2)[N:6]=1)([CH3:4])([CH3:3])[CH3:2].[CH3:24][N:25]1[CH:29]=[N:28][N:27]=[C:26]1[SH:30].[OH-:31].[Li+].[I-].[Na+].CN(C)C=[O:38]. (7) Given the product [Cl:49][C:50]1[CH:55]=[CH:54][C:53]([NH:56][C:57]([O:40][C@H:39]([C:41]2[CH:46]=[CH:45][CH:44]=[CH:43][CH:42]=2)[C:38]([OH:48])=[O:47])=[O:58])=[CH:52][CH:51]=1, predict the reactants needed to synthesize it. The reactants are: C([O-])(=O)CCCCCCCCCCC.C([O-])(=O)CCCCCCCCCCC.C([Sn+2]CCCC)CCC.[C:38]([OH:48])(=[O:47])[C@@H:39]([C:41]1[CH:46]=[CH:45][CH:44]=[CH:43][CH:42]=1)[OH:40].[Cl:49][C:50]1[CH:55]=[CH:54][C:53]([N:56]=[C:57]=[O:58])=[CH:52][CH:51]=1.O. (8) Given the product [Br:1][C:2]1[CH:12]=[CH:11][C:5]2[O:6][CH2:7][CH2:8][NH:9][C:4]=2[CH:3]=1, predict the reactants needed to synthesize it. The reactants are: [Br:1][C:2]1[CH:12]=[CH:11][C:5]2[O:6][CH2:7][C:8](=O)[NH:9][C:4]=2[CH:3]=1.